Predict the reactants needed to synthesize the given product. From a dataset of Full USPTO retrosynthesis dataset with 1.9M reactions from patents (1976-2016). (1) Given the product [C:12]([C:4]1[CH:3]=[C:2]([C:25]2[CH2:33][C:32]3[C:27]([CH:26]=2)=[CH:28][CH:29]=[CH:30][CH:31]=3)[CH:7]=[C:6]([C:8]([CH3:11])([CH3:10])[CH3:9])[CH:5]=1)([CH3:15])([CH3:14])[CH3:13], predict the reactants needed to synthesize it. The reactants are: Br[C:2]1[CH:7]=[C:6]([C:8]([CH3:11])([CH3:10])[CH3:9])[CH:5]=[C:4]([C:12]([CH3:15])([CH3:14])[CH3:13])[CH:3]=1.C([Li])(C)(C)C.[Br-].[Mg+2].[Br-].Br[C:25]1[CH2:26][C:27]2[C:32]([CH:33]=1)=[CH:31][CH:30]=[CH:29][CH:28]=2. (2) Given the product [CH2:72]([S:73][C:2]1[C:3]([F:14])=[C:4]([N:8]2[CH2:12][CH2:11][CH2:10][C:9]2=[O:13])[CH:5]=[CH:6][CH:7]=1)[C:66]1[CH:71]=[CH:70][CH:69]=[CH:68][CH:67]=1, predict the reactants needed to synthesize it. The reactants are: Br[C:2]1[C:3]([F:14])=[C:4]([N:8]2[CH2:12][CH2:11][CH2:10][C:9]2=[O:13])[CH:5]=[CH:6][CH:7]=1.CCN(C(C)C)C(C)C.CC1(C)C2C(=C(P(C3C=CC=CC=3)C3C=CC=CC=3)C=CC=2)OC2C(P(C3C=CC=CC=3)C3C=CC=CC=3)=CC=CC1=2.[C:66]1([CH2:72][SH:73])[CH:71]=[CH:70][CH:69]=[CH:68][CH:67]=1. (3) Given the product [C:51]([C:55]1[N:60]=[C:59]([N:61]2[CH2:62][CH2:63][N:64]([CH2:67][CH2:68][CH2:69][CH2:70][NH:71][C:15]([CH:12]3[CH2:11][CH2:10][N:9]([C:6]4[CH:5]=[CH:4][C:3]([C:2]([F:1])([F:19])[F:18])=[CH:8][N:7]=4)[CH2:14][CH2:13]3)=[O:17])[CH2:65][CH2:66]2)[CH:58]=[C:57]([CH3:72])[N:56]=1)([CH3:54])([CH3:53])[CH3:52], predict the reactants needed to synthesize it. The reactants are: [F:1][C:2]([F:19])([F:18])[C:3]1[CH:4]=[CH:5][C:6]([N:9]2[CH2:14][CH2:13][CH:12]([C:15]([OH:17])=O)[CH2:11][CH2:10]2)=[N:7][CH:8]=1.F[P-](F)(F)(F)(F)F.N1(OC(N(C)C)=[N+](C)C)C2N=CC=CC=2N=N1.C(N(CC)CC)C.[C:51]([C:55]1[N:60]=[C:59]([N:61]2[CH2:66][CH2:65][N:64]([CH2:67][CH2:68][CH2:69][CH2:70][NH2:71])[CH2:63][CH2:62]2)[CH:58]=[C:57]([CH3:72])[N:56]=1)([CH3:54])([CH3:53])[CH3:52]. (4) Given the product [CH3:9][C:4]1[N:3]=[C:2]2[CH:11]=[C:10]([C:12]3[C:13](=[O:23])[O:14][C:15]4[C:20]([CH:21]=3)=[CH:19][CH:18]=[C:17]([N:33]3[CH2:30][CH2:29][NH:26][CH2:27][CH2:28]3)[CH:16]=4)[O:8][C:7]2=[CH:6][CH:5]=1, predict the reactants needed to synthesize it. The reactants are: I[C:2]1[C:7]([OH:8])=[CH:6][CH:5]=[C:4]([CH3:9])[N:3]=1.[C:10]([C:12]1[C:13](=[O:23])[O:14][C:15]2[C:20]([CH:21]=1)=[CH:19][CH:18]=[C:17](F)[CH:16]=2)#[CH:11].C([N:26]([CH2:29][CH3:30])[CH2:27][CH3:28])C.CC#[N:33].